Dataset: Reaction yield outcomes from USPTO patents with 853,638 reactions. Task: Predict the reaction yield, written as a fraction of the theoretical maximum amount of product (1.0 means a 100% yield; for example, 0.34 means a 34% yield). The reactants are Br.[NH2:2][C@H:3]1[C:12]2[C:7](=[CH:8][CH:9]=[CH:10][CH:11]=2)[N:6]([C:13](=[O:15])[CH3:14])[C@@H:5]([CH:16]2[CH2:18][CH2:17]2)[C@@H:4]1[CH3:19].Br[C:21]1[CH:26]=[CH:25][C:24]([CH:27]2[CH2:29][CH2:28]2)=[CH:23][CH:22]=1.CN(C1C(C2C(P(C3CCCCC3)C3CCCCC3)=CC=CC=2)=CC=CC=1)C.CC(C)([O-])C.[Na+]. The catalyst is O1CCOCC1.C1C=CC(/C=C/C(/C=C/C2C=CC=CC=2)=O)=CC=1.C1C=CC(/C=C/C(/C=C/C2C=CC=CC=2)=O)=CC=1.C1C=CC(/C=C/C(/C=C/C2C=CC=CC=2)=O)=CC=1.[Pd].[Pd]. The product is [CH:16]1([C@H:5]2[C@H:4]([CH3:19])[C@@H:3]([NH:2][C:21]3[CH:26]=[CH:25][C:24]([CH:27]4[CH2:29][CH2:28]4)=[CH:23][CH:22]=3)[C:12]3[C:7](=[CH:8][CH:9]=[CH:10][CH:11]=3)[N:6]2[C:13](=[O:15])[CH3:14])[CH2:18][CH2:17]1. The yield is 0.389.